From a dataset of Full USPTO retrosynthesis dataset with 1.9M reactions from patents (1976-2016). Predict the reactants needed to synthesize the given product. (1) Given the product [CH:1]1[C:11]2[CH2:10][CH2:9][C:8]3[CH:12]=[CH:13][CH:14]=[CH:15][C:7]=3[N:6]([CH:16]3[CH2:21][CH2:20][CH2:19][CH:18]([NH2:26])[CH2:17]3)[C:5]=2[CH:4]=[CH:3][CH:2]=1, predict the reactants needed to synthesize it. The reactants are: [CH:1]1[C:11]2[CH2:10][CH2:9][C:8]3[CH:12]=[CH:13][CH:14]=[CH:15][C:7]=3[N:6]([CH:16]3[CH2:21][CH2:20][CH2:19][C:18](=O)[CH2:17]3)[C:5]=2[CH:4]=[CH:3][CH:2]=1.C([O-])=O.[NH4+:26]. (2) Given the product [C:5]1([C@H:11]2[C@H:12]([C:13]3[CH:14]=[CH:15][CH:16]=[CH:17][CH:18]=3)[O:4]2)[CH:10]=[CH:9][CH:8]=[CH:7][CH:6]=1, predict the reactants needed to synthesize it. The reactants are: CC#N.[OH2:4].[C:5]1(/[CH:11]=[CH:12]/[C:13]2[CH:18]=[CH:17][CH:16]=[CH:15][CH:14]=2)[CH:10]=[CH:9][CH:8]=[CH:7][CH:6]=1.C(Cl)Cl. (3) Given the product [CH2:18]([O:17][C:14]1[CH:15]=[CH:16][C:11]([C:8]2[CH:9]=[CH:10][C:5]3[N:6]([C:2]([C:27]4[CH:28]=[CH:29][C:24]([OH:23])=[N:25][CH:26]=4)=[C:3]([CH3:22])[N:4]=3)[N:7]=2)=[CH:12][C:13]=1[O:20][CH3:21])[CH3:19], predict the reactants needed to synthesize it. The reactants are: Br[C:2]1[N:6]2[N:7]=[C:8]([C:11]3[CH:16]=[CH:15][C:14]([O:17][CH2:18][CH3:19])=[C:13]([O:20][CH3:21])[CH:12]=3)[CH:9]=[CH:10][C:5]2=[N:4][C:3]=1[CH3:22].[OH:23][C:24]1[CH:29]=[CH:28][C:27](B(O)O)=[CH:26][N:25]=1.C([O-])([O-])=O.[K+].[K+]. (4) The reactants are: [F:1][C:2]1[C:7]([F:8])=[CH:6][CH:5]=[CH:4][C:3]=1[C:9]1[N:17]=[C:12]2[CH:13]=[N:14][NH:15][CH:16]=[C:11]2[N:10]=1.Cl[CH2:19][C:20]1[O:24][N:23]=[C:22]([C:25]2[CH:30]=[CH:29][C:28]([CH:31]([CH3:33])[CH3:32])=[CH:27][CH:26]=2)[CH:21]=1. Given the product [F:1][C:2]1[C:7]([F:8])=[CH:6][CH:5]=[CH:4][C:3]=1[C:9]1[N:17]=[C:12]2[CH:13]=[N:14][N:15]([CH2:19][C:20]3[O:24][N:23]=[C:22]([C:25]4[CH:30]=[CH:29][C:28]([CH:31]([CH3:33])[CH3:32])=[CH:27][CH:26]=4)[CH:21]=3)[CH:16]=[C:11]2[N:10]=1, predict the reactants needed to synthesize it.